Dataset: Peptide-MHC class I binding affinity with 185,985 pairs from IEDB/IMGT. Task: Regression. Given a peptide amino acid sequence and an MHC pseudo amino acid sequence, predict their binding affinity value. This is MHC class I binding data. (1) The peptide sequence is FLDQVPFSV. The MHC is HLA-A02:01 with pseudo-sequence HLA-A02:01. The binding affinity (normalized) is 0.928. (2) The peptide sequence is RAEDTAVYY. The MHC is HLA-A01:01 with pseudo-sequence HLA-A01:01. The binding affinity (normalized) is 0.430. (3) The peptide sequence is SLIYYQNEV. The MHC is HLA-B07:02 with pseudo-sequence HLA-B07:02. The binding affinity (normalized) is 0. (4) The peptide sequence is FPGEKRVSK. The MHC is HLA-B27:05 with pseudo-sequence HLA-B27:05. The binding affinity (normalized) is 0.0847. (5) The peptide sequence is AFLESQSMNK. The MHC is HLA-A68:01 with pseudo-sequence HLA-A68:01. The binding affinity (normalized) is 0.149. (6) The peptide sequence is RQDEVGTPF. The MHC is HLA-A69:01 with pseudo-sequence HLA-A69:01. The binding affinity (normalized) is 0.0847.